Task: Predict the reaction yield, written as a fraction of the theoretical maximum amount of product (1.0 means a 100% yield; for example, 0.34 means a 34% yield).. Dataset: Reaction yield outcomes from USPTO patents with 853,638 reactions (1) The reactants are [OH-].[K+].[Br:3][C:4]1[CH:5]=[C:6](B(O)O)[CH:7]=[CH:8][CH:9]=1.[CH2:13]([O:15][C:16](=[O:29])[CH:17]=[C:18]1[CH2:21][N:20]([C:22]([O:24][C:25]([CH3:28])([CH3:27])[CH3:26])=[O:23])[CH2:19]1)[CH3:14]. The catalyst is O1CCOCC1.[Cl-].[Na+].O. The product is [Br:3][C:4]1[CH:5]=[C:6]([C:18]2([CH2:17][C:16]([O:15][CH2:13][CH3:14])=[O:29])[CH2:19][N:20]([C:22]([O:24][C:25]([CH3:28])([CH3:27])[CH3:26])=[O:23])[CH2:21]2)[CH:7]=[CH:8][CH:9]=1. The yield is 0.790. (2) The reactants are Br[C:2]1[CH:3]=[N:4][N:5]2[C:10]([C:11]3[CH:16]=[CH:15][C:14]([CH3:17])=[CH:13][CH:12]=3)=[C:9]([CH:18]([CH2:24][CH2:25][CH3:26])[C:19]([O:21][CH2:22][CH3:23])=[O:20])[C:8]([CH3:27])=[N:7][C:6]=12.[C:28]1(B(O)O)[CH:33]=[CH:32][CH:31]=[CH:30][CH:29]=1.C(N(C(C)C)CC)(C)C. The catalyst is COCCOC.O. The product is [CH3:27][C:8]1[C:9]([CH:18]([CH2:24][CH2:25][CH3:26])[C:19]([O:21][CH2:22][CH3:23])=[O:20])=[C:10]([C:11]2[CH:16]=[CH:15][C:14]([CH3:17])=[CH:13][CH:12]=2)[N:5]2[N:4]=[CH:3][C:2]([C:28]3[CH:33]=[CH:32][CH:31]=[CH:30][CH:29]=3)=[C:6]2[N:7]=1. The yield is 0.720. (3) The reactants are [F:1][C:2]1[C:7]([CH2:8][OH:9])=[CH:6][CH:5]=[CH:4][C:3]=1[NH:10][S:11]([CH2:14][CH2:15][CH3:16])(=[O:13])=[O:12].CC(OI1(OC(C)=O)(OC(C)=O)OC(=O)C2C=CC=CC1=2)=O.O. The catalyst is O1CCCC1. The product is [F:1][C:2]1[C:7]([CH:8]=[O:9])=[CH:6][CH:5]=[CH:4][C:3]=1[NH:10][S:11]([CH2:14][CH2:15][CH3:16])(=[O:13])=[O:12]. The yield is 0.500. (4) The reactants are S(=O)(=O)(O)O.[Br:6][CH:7]([C:11]1[CH:16]=[CH:15][CH:14]=[CH:13][CH:12]=1)[C:8]([OH:10])=[O:9].[CH2:17](O)C. No catalyst specified. The product is [Br:6][CH:7]([C:11]1[CH:16]=[CH:15][CH:14]=[CH:13][CH:12]=1)[C:8]([O:10][CH3:17])=[O:9]. The yield is 0.790. (5) The reactants are [N:1]1[C:10]2[C:5](=[CH:6][C:7]([S:11][C:12](=S)OCC)=[CH:8][CH:9]=2)[CH:4]=[CH:3][CH:2]=1.[O:17]([C:24]1[CH:25]=[C:26]([CH:39]=[CH:40][CH:41]=1)COS(C1C=CC(C)=CC=1)(=O)=O)[C:18]1[CH:23]=[CH:22][CH:21]=[CH:20][CH:19]=1.CO.CC(C)([O-])C.[K+]. The catalyst is O1CCCC1. The yield is 0.570. The product is [O:17]([C:24]1[CH:25]=[C:26]([CH:39]=[CH:40][CH:41]=1)[CH2:12][S:11][C:7]1[CH:6]=[C:5]2[C:10](=[CH:9][CH:8]=1)[N:1]=[CH:2][CH:3]=[CH:4]2)[C:18]1[CH:23]=[CH:22][CH:21]=[CH:20][CH:19]=1. (6) The reactants are [CH:1]1([NH2:10])[C:9]2[C:4](=[CH:5][CH:6]=[CH:7][CH:8]=2)[CH2:3][CH2:2]1.[F:11][C:12]([F:23])([F:22])[C:13](O[C:13](=[O:14])[C:12]([F:23])([F:22])[F:11])=[O:14].C(N(CC)CC)C. No catalyst specified. The product is [F:11][C:12]([F:23])([F:22])[C:13]([NH:10][CH:1]1[C:9]2[C:4](=[CH:5][CH:6]=[CH:7][CH:8]=2)[CH2:3][CH2:2]1)=[O:14]. The yield is 0.940. (7) The reactants are Cl[C:2]1C=CC2SC=C(CN3CCN(C4SC(C(O)=O)=C(C)N=4)C3=O)C=2C=1.[NH:27]1[C:35]2[C:30](=[CH:31][CH:32]=[CH:33][CH:34]=2)[C:29]([CH2:36][CH2:37][N:38]2[CH2:42][CH2:41][N:40]([C:43]3[S:44][C:45]([C:49](O)=[O:50])=[C:46](C)[N:47]=3)[C:39]2=[O:52])=[CH:28]1.[N:53]1[CH:58]=[CH:57][CH:56]=[C:55]([CH2:59][NH2:60])[CH:54]=1. No catalyst specified. The product is [NH:27]1[C:35]2[C:30](=[CH:31][CH:32]=[CH:33][CH:34]=2)[C:29]([CH2:36][CH2:37][N:38]2[CH2:42][CH2:41][N:40]([C:43]3[SH:44]([CH3:2])[C:45]([C:49]([NH:60][CH2:59][C:55]4[CH:54]=[N:53][CH:58]=[CH:57][CH:56]=4)=[O:50])=[CH:46][N:47]=3)[C:39]2=[O:52])=[CH:28]1. The yield is 0.360.